Dataset: Experimental lipophilicity measurements (octanol/water distribution) for 4,200 compounds from AstraZeneca. Task: Regression/Classification. Given a drug SMILES string, predict its absorption, distribution, metabolism, or excretion properties. Task type varies by dataset: regression for continuous measurements (e.g., permeability, clearance, half-life) or binary classification for categorical outcomes (e.g., BBB penetration, CYP inhibition). For this dataset (lipophilicity_astrazeneca), we predict Y. (1) The drug is C=C(C)[C@H]1Cc2c(ccc3c2O[C@@H]2COc4cc(OC)c(OC)cc4[C@@H]2C3=O)O1. The Y is 3.57 logD. (2) The compound is O=c1[nH]c2c(O)ccc([C@@H](O)CNCCc3ccc(CNCCc4ccccc4)cc3)c2s1. The Y is 1.11 logD.